Task: Predict the reaction yield, written as a fraction of the theoretical maximum amount of product (1.0 means a 100% yield; for example, 0.34 means a 34% yield).. Dataset: Reaction yield outcomes from USPTO patents with 853,638 reactions (1) The reactants are [NH:1]([C:3]1[O:4][C:5]2[CH:11]=[CH:10][CH:9]=[CH:8][C:6]=2[N:7]=1)[NH2:2].[F:12][C:13]1[CH:22]=[C:21]2[C:16]([CH:17]=[CH:18][CH:19]=[N:20]2)=[CH:15][C:14]=1[CH2:23][C:24]1[N:28]2[N:29]=[C:30]([C:33](=O)[CH3:34])[CH:31]=[CH:32][C:27]2=[N:26][CH:25]=1. No catalyst specified. The product is [F:12][C:13]1[CH:22]=[C:21]2[C:16]([CH:17]=[CH:18][CH:19]=[N:20]2)=[CH:15][C:14]=1[CH2:23][C:24]1[N:28]2[N:29]=[C:30](/[C:33](=[N:2]/[NH:1][C:3]3[O:4][C:5]4[CH:11]=[CH:10][CH:9]=[CH:8][C:6]=4[N:7]=3)/[CH3:34])[CH:31]=[CH:32][C:27]2=[N:26][CH:25]=1. The yield is 0.740. (2) The reactants are [CH:1]1([C:4]([CH:6]2[CH2:8][CH2:7]2)=O)[CH2:3][CH2:2]1.[CH3:9][C:10]([S@:13]([NH2:15])=[O:14])([CH3:12])[CH3:11]. The catalyst is O1CCCC1.[Cl-].[Na+].O.[O-]CC.[Ti+4].[O-]CC.[O-]CC.[O-]CC. The product is [CH:1]1([C:4]([CH:6]2[CH2:8][CH2:7]2)=[N:15][S@@:13]([C:10]([CH3:12])([CH3:11])[CH3:9])=[O:14])[CH2:3][CH2:2]1. The yield is 0.220. (3) The yield is 0.740. The product is [B:14]([OH:19])([OH:15])[C:2]1[CH:3]=[CH:4][C:5]([F:8])=[N:6][CH:7]=1. The reactants are Br[C:2]1[CH:3]=[CH:4][C:5]([F:8])=[N:6][CH:7]=1.[Li]CCCC.[B:14](OC(C)C)([O:19]C(C)C)[O:15]C(C)C.Cl. No catalyst specified. (4) The reactants are [H-].[Na+].[OH:3][CH2:4][CH2:5]S(C)(=O)=O.FC1C=[CH:17][C:16]([CH3:19])=[CH:15][C:12]=1[C:13]#[N:14].Cl. The catalyst is CN(C=O)C. The product is [NH2:14][CH2:13][C:12]1[CH:15]=[C:16]([CH3:19])[CH:17]=[CH:5][C:4]=1[OH:3]. The yield is 0.790. (5) The reactants are Cl[C:2]1[N:7]=[N:6][C:5]([C:8]2[N:15]3[C:11]([O:12][CH:13]=[CH:14]3)=[N:10][C:9]=2[C:16]2[CH:21]=[CH:20][C:19]([F:22])=[CH:18][C:17]=2[F:23])=[CH:4][CH:3]=1.C(O)CC.O.[NH2:29][NH2:30]. The catalyst is C(Cl)Cl. The product is [F:23][C:17]1[CH:18]=[C:19]([F:22])[CH:20]=[CH:21][C:16]=1[C:9]1[N:10]=[C:11]2[N:15]([C:8]=1[C:5]1[N:6]=[N:7][C:2]([NH:29][NH2:30])=[CH:3][CH:4]=1)[CH:14]=[CH:13][O:12]2. The yield is 0.770. (6) The reactants are [CH2:1]([C:3]1[N:7](S(N(C)C)(=O)=O)[C:6]([CH:14]=O)=[N:5][N:4]=1)[CH3:2].[CH3:16][O:17][C:18]1[CH:19]=[C:20]2[C:24](=[CH:25][CH:26]=1)[NH:23][C:22](=[O:27])[CH2:21]2.N1CCCCC1. The catalyst is C(O)C. The product is [CH2:1]([C:3]1[NH:7][C:6](/[CH:14]=[C:21]2\[C:22](=[O:27])[NH:23][C:24]3[C:20]\2=[CH:19][C:18]([O:17][CH3:16])=[CH:26][CH:25]=3)=[N:5][N:4]=1)[CH3:2]. The yield is 0.100. (7) The reactants are Cl.[CH:2]1([CH2:8][O:9][C:10]2[CH:15]=[CH:14][N:13]([C:16]3[CH:17]=[CH:18][C:19]4[C:20]5[CH2:29][NH:28][CH2:27][CH2:26][C:21]=5[N:22]([CH3:25])[C:23]=4[CH:24]=3)[C:12](=[O:30])[CH:11]=2)[CH2:7][CH2:6][CH2:5][CH2:4][CH2:3]1.[CH2:31](N(CC)CC)C.C=O.[BH-](OC(C)=O)(OC(C)=O)OC(C)=O.[Na+]. The catalyst is CO. The product is [CH:2]1([CH2:8][O:9][C:10]2[CH:15]=[CH:14][N:13]([C:16]3[CH:17]=[CH:18][C:19]4[C:20]5[CH2:29][N:28]([CH3:31])[CH2:27][CH2:26][C:21]=5[N:22]([CH3:25])[C:23]=4[CH:24]=3)[C:12](=[O:30])[CH:11]=2)[CH2:3][CH2:4][CH2:5][CH2:6][CH2:7]1. The yield is 0.690.